Dataset: Reaction yield outcomes from USPTO patents with 853,638 reactions. Task: Predict the reaction yield, written as a fraction of the theoretical maximum amount of product (1.0 means a 100% yield; for example, 0.34 means a 34% yield). (1) The reactants are [Br:1][C:2]1[N:10]([CH2:11][C:12]2[CH:17]=[CH:16][C:15]([Cl:18])=[CH:14][CH:13]=2)[C:9]2[C:8](=[O:19])[NH:7][C:6](=[O:20])[N:5]([CH3:21])[C:4]=2[N:3]=1.Br[CH2:23][CH2:24][CH2:25][O:26][CH:27]1[CH2:32][CH2:31][CH2:30][CH2:29][O:28]1.C(=O)([O-])[O-].[K+].[K+]. The catalyst is CN(C=O)C. The product is [Br:1][C:2]1[N:10]([CH2:11][C:12]2[CH:13]=[CH:14][C:15]([Cl:18])=[CH:16][CH:17]=2)[C:9]2[C:8](=[O:19])[N:7]([CH2:23][CH2:24][CH2:25][O:26][CH:27]3[CH2:32][CH2:31][CH2:30][CH2:29][O:28]3)[C:6](=[O:20])[N:5]([CH3:21])[C:4]=2[N:3]=1. The yield is 0.722. (2) The reactants are [Si:1]([O:18][CH2:19][CH2:20][O:21][C:22]1[CH:27]=[CH:26][C:25]([CH2:28][CH2:29][C:30](OCC)=[O:31])=[C:24]([O:35][C:36]2[C:41]([Cl:42])=[CH:40][C:39]([C:43]([F:46])([F:45])[F:44])=[CH:38][N:37]=2)[CH:23]=1)([C:14]([CH3:17])([CH3:16])[CH3:15])([C:8]1[CH:13]=[CH:12][CH:11]=[CH:10][CH:9]=1)[C:2]1[CH:7]=[CH:6][CH:5]=[CH:4][CH:3]=1.[H-].C([Al+]CC(C)C)C(C)C. The catalyst is C(OCC)C.C1(C)C=CC=CC=1.[Cl-].[Na+].O. The product is [Si:1]([O:18][CH2:19][CH2:20][O:21][C:22]1[CH:27]=[CH:26][C:25]([CH2:28][CH2:29][CH2:30][OH:31])=[C:24]([O:35][C:36]2[C:41]([Cl:42])=[CH:40][C:39]([C:43]([F:46])([F:45])[F:44])=[CH:38][N:37]=2)[CH:23]=1)([C:14]([CH3:15])([CH3:16])[CH3:17])([C:8]1[CH:13]=[CH:12][CH:11]=[CH:10][CH:9]=1)[C:2]1[CH:3]=[CH:4][CH:5]=[CH:6][CH:7]=1. The yield is 0.600.